From a dataset of Reaction yield outcomes from USPTO patents with 853,638 reactions. Predict the reaction yield, written as a fraction of the theoretical maximum amount of product (1.0 means a 100% yield; for example, 0.34 means a 34% yield). The reactants are [CH2:1]([O:3][P:4]([CH:9]([C:35]#[N:36])[CH2:10][C:11]([CH3:34])=[CH:12][CH2:13][C:14]1[C:15]([O:27]CC[Si](C)(C)C)=[C:16]2[C:20](=[C:21]([CH3:25])[C:22]=1[O:23][CH3:24])[CH2:19][O:18][C:17]2=[O:26])(=[O:8])[O:5][CH2:6][CH3:7])[CH3:2]. The catalyst is C(O)(C(F)(F)F)=O.C(Cl)Cl. The product is [CH2:1]([O:3][P:4]([CH:9]([C:35]#[N:36])[CH2:10][C:11]([CH3:34])=[CH:12][CH2:13][C:14]1[C:15]([OH:27])=[C:16]2[C:20](=[C:21]([CH3:25])[C:22]=1[O:23][CH3:24])[CH2:19][O:18][C:17]2=[O:26])(=[O:8])[O:5][CH2:6][CH3:7])[CH3:2]. The yield is 0.800.